Dataset: Catalyst prediction with 721,799 reactions and 888 catalyst types from USPTO. Task: Predict which catalyst facilitates the given reaction. (1) Reactant: Br[C:2]1[CH:15]=[CH:14][C:13]2[C:4](=[C:5]([C:31]3[CH:43]=[CH:42][C:41]4[C:40]5[C:35](=[CH:36][CH:37]=[CH:38][CH:39]=5)[C:34]([CH3:45])([CH3:44])[C:33]=4[CH:32]=3)[C:6]3[C:11]([C:12]=2[C:16]2[CH:28]=[CH:27][C:26]4[C:25]5[C:20](=[CH:21][CH:22]=[CH:23][CH:24]=5)[C:19]([CH3:30])([CH3:29])[C:18]=4[CH:17]=2)=[CH:10][CH:9]=[CH:8][CH:7]=3)[CH:3]=1.[C:46]1(B(O)O)[C:59]2[C:60]3=[C:61]4[C:56](=[CH:57][CH:58]=2)[CH:55]=[CH:54][CH:53]=[C:52]4[CH:51]=[CH:50][C:49]3=[CH:48][CH:47]=1.C1(C)C=CC=CC=1.C(=O)([O-])[O-].[Na+].[Na+]. Product: [C:46]1([C:9]2[CH:8]=[CH:7][C:6]3[C:11](=[C:12]([C:16]4[CH:28]=[CH:27][C:26]5[C:25]6[C:20](=[CH:21][CH:22]=[CH:23][CH:24]=6)[C:19]([CH3:30])([CH3:29])[C:18]=5[CH:17]=4)[C:13]4[C:4]([C:5]=3[C:31]3[CH:43]=[CH:42][C:41]5[C:40]6[C:35](=[CH:36][CH:37]=[CH:38][CH:39]=6)[C:34]([CH3:45])([CH3:44])[C:33]=5[CH:32]=3)=[CH:3][CH:2]=[CH:15][CH:14]=4)[CH:10]=2)[C:59]2[C:60]3=[C:61]4[C:56](=[CH:57][CH:58]=2)[CH:55]=[CH:54][CH:53]=[C:52]4[CH:51]=[CH:50][C:49]3=[CH:48][CH:47]=1. The catalyst class is: 14. (2) Reactant: [C:1]([NH:5][C:6](=[O:35])[C:7]1[CH:12]=[CH:11][CH:10]=[C:9]([O:13][C:14]2[CH:19]=[CH:18][C:17]([NH:20][C:21]3[C:31]4[CH:30]=[C:29]([CH:32]=O)[CH2:28][CH2:27][NH:26][C:25]=4[N:24]=[CH:23][N:22]=3)=[CH:16][C:15]=2[Cl:34])[CH:8]=1)([CH3:4])([CH3:3])[CH3:2].Cl.[NH2:37][O:38][CH2:39][CH2:40][O:41][CH3:42].C([O-])(=O)C.[Na+]. Product: [C:1]([NH:5][C:6](=[O:35])[C:7]1[CH:12]=[CH:11][CH:10]=[C:9]([O:13][C:14]2[CH:19]=[CH:18][C:17]([NH:20][C:21]3[C:31]4[CH:30]=[C:29]([CH:32]=[N:37][O:38][CH2:39][CH2:40][O:41][CH3:42])[CH2:28][CH2:27][NH:26][C:25]=4[N:24]=[CH:23][N:22]=3)=[CH:16][C:15]=2[Cl:34])[CH:8]=1)([CH3:4])([CH3:2])[CH3:3]. The catalyst class is: 8. (3) Reactant: [Br:1][C:2]1[CH:3]=[C:4]([CH:19]=[CH:20][CH:21]=1)[CH2:5][O:6][C:7]1[CH:15]=[CH:14][CH:13]=[C:9]([C:10]([OH:12])=O)[C:8]=1[C:16]([OH:18])=O.Cl.[NH2:23][CH:24]1[CH2:30][CH2:29][C:28](=[O:31])[NH:27][C:25]1=[O:26]. Product: [Br:1][C:2]1[CH:3]=[C:4]([CH:19]=[CH:20][CH:21]=1)[CH2:5][O:6][C:7]1[CH:15]=[CH:14][CH:13]=[C:9]2[C:8]=1[C:16](=[O:18])[N:23]([CH:24]1[CH2:30][CH2:29][C:28](=[O:31])[NH:27][C:25]1=[O:26])[C:10]2=[O:12]. The catalyst class is: 17. (4) Reactant: [N+](=[C:3]1[C:11]2[C:6](=[CH:7][CH:8]=[CH:9][CH:10]=2)[N:5]([C:12]([O:14][C:15]([CH3:18])([CH3:17])[CH3:16])=[O:13])[C:4]1=[O:19])=[N-].[CH3:20][O:21][C:22]1[O:23][CH:24]=[CH:25][CH:26]=1. Product: [CH3:20][O:21][C:22](=[O:23])/[CH:26]=[CH:25]\[CH:24]=[C:3]1\[C:4](=[O:19])[N:5]([C:12]([O:14][C:15]([CH3:18])([CH3:17])[CH3:16])=[O:13])[C:6]2[C:11]\1=[CH:10][CH:9]=[CH:8][CH:7]=2. The catalyst class is: 81. (5) Product: [ClH:5].[C:6]1([C:27]2[CH:28]=[CH:29][CH:30]=[CH:31][CH:32]=2)[CH:7]=[CH:8][C:9]([CH2:12][CH2:13][N:14]([CH2:15][CH2:16][C:17]2[CH:22]=[CH:21][C:20]([O:23][CH3:24])=[C:19]([O:25][CH3:26])[CH:18]=2)[CH3:1])=[CH:10][CH:11]=1. Reactant: [C:1]([BH3-])#N.[Na+].[ClH:5].[C:6]1([C:27]2[CH:32]=[CH:31][CH:30]=[CH:29][CH:28]=2)[CH:11]=[CH:10][C:9]([CH2:12][CH2:13][NH:14][CH2:15][CH2:16][C:17]2[CH:22]=[CH:21][C:20]([O:23][CH3:24])=[C:19]([O:25][CH3:26])[CH:18]=2)=[CH:8][CH:7]=1.C=O. The catalyst class is: 466. (6) Reactant: [Cl:1][C:2]1[N:3]=[C:4]2[C:12](=[CH:13][CH:14]=1)[CH:11]=[C:10]1[N:5]2[C@H:6]([CH3:16])[CH2:7][NH:8][C:9]1=O.[H-].[Al+3].[Li+].[H-].[H-].[H-].C(C(C(C([O-])=O)O)O)([O-])=O.[Na+].[K+]. Product: [Cl:1][C:2]1[N:3]=[C:4]2[C:12](=[CH:13][CH:14]=1)[CH:11]=[C:10]1[N:5]2[C@H:6]([CH3:16])[CH2:7][NH:8][CH2:9]1. The catalyst class is: 310.